From a dataset of Full USPTO retrosynthesis dataset with 1.9M reactions from patents (1976-2016). Predict the reactants needed to synthesize the given product. Given the product [CH2:13]([S:10]([C:8]1[CH:7]=[CH:6][C:5]([O:15][CH3:16])=[C:4]([C:26]2[C:25]3[C:20](=[CH:21][CH:22]=[C:23]([C:37]4[CH:38]=[N:39][N:40]([CH3:42])[CH:41]=4)[CH:24]=3)[C:19](=[O:43])[N:18]([CH3:17])[CH:27]=2)[CH:9]=1)(=[O:12])=[O:11])[CH3:14], predict the reactants needed to synthesize it. The reactants are: N#N.Br[C:4]1[CH:9]=[C:8]([S:10]([CH2:13][CH3:14])(=[O:12])=[O:11])[CH:7]=[CH:6][C:5]=1[O:15][CH3:16].[CH3:17][N:18]1[CH:27]=[C:26](B2OC(C)(C)C(C)(C)O2)[C:25]2[C:20](=[CH:21][CH:22]=[C:23]([C:37]3[CH:38]=[N:39][N:40]([CH3:42])[CH:41]=3)[CH:24]=2)[C:19]1=[O:43].[O-]P([O-])([O-])=O.[K+].[K+].[K+].